This data is from Forward reaction prediction with 1.9M reactions from USPTO patents (1976-2016). The task is: Predict the product of the given reaction. (1) Given the reactants Cl[C:2]1[N:7]=[C:6]([C:8]2[CH:13]=[CH:12][C:11]([F:14])=[CH:10][CH:9]=2)[C:5]([CH3:15])=[CH:4][N:3]=1.[CH3:16][N:17]1[CH2:22][CH2:21][N:20]([CH2:23][C:24]2[CH:30]=[CH:29][C:27]([NH2:28])=[CH:26][CH:25]=2)[CH2:19][CH2:18]1, predict the reaction product. The product is: [F:14][C:11]1[CH:12]=[CH:13][C:8]([C:6]2[C:5]([CH3:15])=[CH:4][N:3]=[C:2]([NH:28][C:27]3[CH:26]=[CH:25][C:24]([CH2:23][N:20]4[CH2:19][CH2:18][N:17]([CH3:16])[CH2:22][CH2:21]4)=[CH:30][CH:29]=3)[N:7]=2)=[CH:9][CH:10]=1. (2) Given the reactants [C:1]([C:3]1([CH3:16])[CH2:8][CH2:7][CH2:6][N:5](C(OC(C)(C)C)=O)[CH2:4]1)#[CH:2].[ClH:17].O1CCOCC1, predict the reaction product. The product is: [ClH:17].[C:1]([C:3]1([CH3:16])[CH2:8][CH2:7][CH2:6][NH:5][CH2:4]1)#[CH:2].